Dataset: Reaction yield outcomes from USPTO patents with 853,638 reactions. Task: Predict the reaction yield, written as a fraction of the theoretical maximum amount of product (1.0 means a 100% yield; for example, 0.34 means a 34% yield). (1) The reactants are [C:1]([Si:5]([CH3:46])([CH3:45])[O:6][C:7]1[CH:8]=[C:9]([CH2:13][C@H:14]([NH:26][C:27](=[O:44])[C@@H:28]([NH:32][C:33](=[O:43])[C@H:34]([CH3:42])[C@H:35]([O:40][CH3:41])[CH2:36][CH2:37][CH:38]=[CH2:39])[CH:29]([CH3:31])[CH3:30])[C:15]([N:17]2[CH2:22][CH2:21][CH2:20][C@@H:19]([C:23](O)=[O:24])[NH:18]2)=[O:16])[CH:10]=[CH:11][CH:12]=1)([CH3:4])([CH3:3])[CH3:2].Cl.[CH:48]([C:50]1[CH:51]=[C:52]([C@H:56]([NH2:58])[CH3:57])[CH:53]=[CH:54][CH:55]=1)=[CH2:49].C(N(CC)C(C)C)(C)C.C[NH3+].F[P-](F)(F)(F)(F)F.N1(OC(N(C)C)=[N+](C)C)C2N=CC=CC=2N=N1.F[P-](F)(F)(F)(F)F. The catalyst is C(#N)C.O.C(OCC)(=O)C. The product is [CH:48]([C:50]1[CH:51]=[C:52]([C@H:56]([NH:58][C:23]([C@@H:19]2[CH2:20][CH2:21][CH2:22][N:17]([C:15](=[O:16])[C@@H:14]([NH:26][C:27](=[O:44])[C@@H:28]([NH:32][C:33](=[O:43])[C@H:34]([CH3:42])[C@H:35]([O:40][CH3:41])[CH2:36][CH2:37][CH:38]=[CH2:39])[CH:29]([CH3:30])[CH3:31])[CH2:13][C:9]3[CH:10]=[CH:11][CH:12]=[C:7]([O:6][Si:5]([C:1]([CH3:4])([CH3:2])[CH3:3])([CH3:45])[CH3:46])[CH:8]=3)[NH:18]2)=[O:24])[CH3:57])[CH:53]=[CH:54][CH:55]=1)=[CH2:49]. The yield is 0.580. (2) The reactants are [C:1]([O:5][C:6]([N:8]1[CH2:12][CH2:11][CH2:10][C@H:9]1[CH2:13][O:14][C:15]1[CH:20]=[CH:19][C:18]([O:21]CC2C=CC=CC=2)=[CH:17][CH:16]=1)=[O:7])([CH3:4])([CH3:3])[CH3:2]. The catalyst is CCO.C1COCC1.[Pd]. The product is [C:1]([O:5][C:6]([N:8]1[CH2:12][CH2:11][CH2:10][C@H:9]1[CH2:13][O:14][C:15]1[CH:20]=[CH:19][C:18]([OH:21])=[CH:17][CH:16]=1)=[O:7])([CH3:4])([CH3:2])[CH3:3]. The yield is 0.700. (3) The reactants are [N:1]1([CH2:6][C:7]2[N:11]3[CH2:12][CH2:13][O:14][C:15]4[CH:20]=[CH:19][C:18](Br)=[CH:17][C:16]=4[C:10]3=[N:9][C:8]=2[C:22]([NH2:24])=[O:23])[CH:5]=[CH:4][CH:3]=[N:2]1.N1C(C(N)=O)=CN2C=1C1C=CC=CC=1OCC2.N1C=CC=N1.[CH3:47][C:48]([OH:52])([C:50]#[CH:51])[CH3:49]. No catalyst specified. The product is [N:1]1([CH2:6][C:7]2[N:11]3[CH2:12][CH2:13][O:14][C:15]4[CH:20]=[CH:19][C:18]([C:51]#[C:50][C:48]([OH:52])([CH3:49])[CH3:47])=[CH:17][C:16]=4[C:10]3=[N:9][C:8]=2[C:22]([NH2:24])=[O:23])[CH:5]=[CH:4][CH:3]=[N:2]1. The yield is 0.140. (4) The reactants are [Cl:1][C:2]1[CH:25]=[CH:24][C:5]([CH2:6][N:7]2[C:15]3[C:10](=[CH:11][CH:12]=[C:13]([O:16][CH3:17])[CH:14]=3)[C:9]([C:18](=[O:22])[C:19]([OH:21])=O)=[C:8]2[CH3:23])=[CH:4][CH:3]=1.C(Cl)(=O)C(Cl)=O.C(N(CC)CC)C.[CH3:39][O:40][C:41]1[CH:46]=[C:45]([NH2:47])[CH:44]=[CH:43][N:42]=1. The catalyst is ClCCl.O. The product is [Cl:1][C:2]1[CH:25]=[CH:24][C:5]([CH2:6][N:7]2[C:15]3[C:10](=[CH:11][CH:12]=[C:13]([O:16][CH3:17])[CH:14]=3)[C:9]([C:18](=[O:22])[C:19]([NH:47][C:45]3[CH:44]=[CH:43][N:42]=[C:41]([O:40][CH3:39])[CH:46]=3)=[O:21])=[C:8]2[CH3:23])=[CH:4][CH:3]=1. The yield is 0.100.